Dataset: CYP3A4 substrate classification data from Carbon-Mangels et al.. Task: Regression/Classification. Given a drug SMILES string, predict its absorption, distribution, metabolism, or excretion properties. Task type varies by dataset: regression for continuous measurements (e.g., permeability, clearance, half-life) or binary classification for categorical outcomes (e.g., BBB penetration, CYP inhibition). Dataset: cyp3a4_substrate_carbonmangels. (1) The drug is Cn1c(=O)c2c(ncn2C)n(C)c1=O. The result is 1 (substrate). (2) The molecule is Cn1c(=O)[nH]c2ncn(C)c2c1=O. The result is 0 (non-substrate). (3) The drug is Nc1ccc(S(=O)(=O)c2ccc(N)cc2)cc1. The result is 1 (substrate). (4) The molecule is O=C1Cc2cc(CCN3CCN(c4nsc5ccccc45)CC3)c(Cl)cc2N1. The result is 1 (substrate). (5) The compound is CC(=O)N1CCN(c2ccc(OC[C@H]3CO[C@](Cn4ccnc4)(c4ccc(Cl)cc4Cl)O3)cc2)CC1. The result is 1 (substrate). (6) The result is 0 (non-substrate). The compound is CC(C)Oc1ccc2c(=O)c(-c3ccccc3)coc2c1. (7) The compound is NC(=O)OCC(COC(N)=O)c1ccccc1. The result is 1 (substrate). (8) The result is 1 (substrate). The drug is Cc1c(OCC(F)(F)F)ccnc1C[S@@H](=O)c1nc2ccccc2[nH]1. (9) The molecule is C[C@@H]1CO[C@]2(c3ccccc3Cl)c3cc(Cl)ccc3NC(=O)CN12. The result is 1 (substrate). (10) The molecule is CCc1nn(CCCN2CCN(c3cccc(Cl)c3)CC2)c(=O)n1CC. The result is 1 (substrate).